The task is: Regression. Given a peptide amino acid sequence and an MHC pseudo amino acid sequence, predict their binding affinity value. This is MHC class I binding data.. This data is from Peptide-MHC class I binding affinity with 185,985 pairs from IEDB/IMGT. (1) The peptide sequence is RPEFVKLTM. The MHC is HLA-B44:02 with pseudo-sequence HLA-B44:02. The binding affinity (normalized) is 0.213. (2) The peptide sequence is GLALYYPSAR. The MHC is HLA-A03:01 with pseudo-sequence HLA-A03:01. The binding affinity (normalized) is 0.499. (3) The peptide sequence is LLYILFLVK. The MHC is HLA-A31:01 with pseudo-sequence HLA-A31:01. The binding affinity (normalized) is 0.149. (4) The peptide sequence is AVRLVVGPL. The MHC is HLA-A01:01 with pseudo-sequence HLA-A01:01. The binding affinity (normalized) is 0.0847. (5) The peptide sequence is LLQNSQVFSL. The MHC is HLA-A24:02 with pseudo-sequence HLA-A24:02. The binding affinity (normalized) is 0.257. (6) The peptide sequence is KLYERNTAF. The MHC is HLA-B08:01 with pseudo-sequence HLA-B08:01. The binding affinity (normalized) is 0.564. (7) The peptide sequence is YTVKYSNL. The MHC is H-2-Db with pseudo-sequence H-2-Db. The binding affinity (normalized) is 0. (8) The peptide sequence is GQGGSPTAM. The MHC is HLA-B44:02 with pseudo-sequence HLA-B44:02. The binding affinity (normalized) is 0. (9) The peptide sequence is AVDPAKAYK. The MHC is HLA-B07:02 with pseudo-sequence HLA-B07:02. The binding affinity (normalized) is 0.0847.